This data is from NCI-60 drug combinations with 297,098 pairs across 59 cell lines. The task is: Regression. Given two drug SMILES strings and cell line genomic features, predict the synergy score measuring deviation from expected non-interaction effect. (1) Drug 1: C1CC(=O)NC(=O)C1N2CC3=C(C2=O)C=CC=C3N. Drug 2: CC1=C(C(=O)C2=C(C1=O)N3CC4C(C3(C2COC(=O)N)OC)N4)N. Cell line: IGROV1. Synergy scores: CSS=32.6, Synergy_ZIP=7.24, Synergy_Bliss=11.9, Synergy_Loewe=12.3, Synergy_HSA=15.1. (2) Drug 1: CCCS(=O)(=O)NC1=C(C(=C(C=C1)F)C(=O)C2=CNC3=C2C=C(C=N3)C4=CC=C(C=C4)Cl)F. Drug 2: C1CCC(C1)C(CC#N)N2C=C(C=N2)C3=C4C=CNC4=NC=N3. Cell line: IGROV1. Synergy scores: CSS=3.37, Synergy_ZIP=-2.14, Synergy_Bliss=0.623, Synergy_Loewe=-1.39, Synergy_HSA=0.376. (3) Drug 1: C(CCl)NC(=O)N(CCCl)N=O. Drug 2: N.N.Cl[Pt+2]Cl. Cell line: HCT-15. Synergy scores: CSS=34.3, Synergy_ZIP=-8.28, Synergy_Bliss=-3.71, Synergy_Loewe=-9.83, Synergy_HSA=-2.59. (4) Drug 1: C1=C(C(=O)NC(=O)N1)N(CCCl)CCCl. Drug 2: C1C(C(OC1N2C=NC3=C2NC=NCC3O)CO)O. Cell line: HT29. Synergy scores: CSS=15.3, Synergy_ZIP=-7.43, Synergy_Bliss=2.72, Synergy_Loewe=-10.0, Synergy_HSA=0.582. (5) Drug 1: CN(C)C1=NC(=NC(=N1)N(C)C)N(C)C. Drug 2: CN(CCCl)CCCl.Cl. Cell line: RPMI-8226. Synergy scores: CSS=-0.743, Synergy_ZIP=3.48, Synergy_Bliss=6.15, Synergy_Loewe=-47.4, Synergy_HSA=-3.60. (6) Drug 1: C1=CN(C=N1)CC(O)(P(=O)(O)O)P(=O)(O)O. Drug 2: C1C(C(OC1N2C=NC3=C2NC=NCC3O)CO)O. Cell line: NCI-H226. Synergy scores: CSS=-4.82, Synergy_ZIP=-0.589, Synergy_Bliss=-3.52, Synergy_Loewe=-5.23, Synergy_HSA=-5.14. (7) Drug 1: C1=NC(=NC(=O)N1C2C(C(C(O2)CO)O)O)N. Drug 2: CC(C)NC(=O)C1=CC=C(C=C1)CNNC.Cl. Cell line: KM12. Synergy scores: CSS=43.3, Synergy_ZIP=0.669, Synergy_Bliss=-0.187, Synergy_Loewe=-21.8, Synergy_HSA=-1.64. (8) Drug 1: COC1=CC(=CC(=C1O)OC)C2C3C(COC3=O)C(C4=CC5=C(C=C24)OCO5)OC6C(C(C7C(O6)COC(O7)C8=CC=CS8)O)O. Drug 2: C1C(C(OC1N2C=NC(=NC2=O)N)CO)O. Cell line: SNB-75. Synergy scores: CSS=14.6, Synergy_ZIP=-2.20, Synergy_Bliss=3.07, Synergy_Loewe=-10.1, Synergy_HSA=-0.655. (9) Drug 1: CC1=C(C(=CC=C1)Cl)NC(=O)C2=CN=C(S2)NC3=CC(=NC(=N3)C)N4CCN(CC4)CCO. Drug 2: CCN(CC)CCCC(C)NC1=C2C=C(C=CC2=NC3=C1C=CC(=C3)Cl)OC. Cell line: MDA-MB-435. Synergy scores: CSS=13.5, Synergy_ZIP=-0.0481, Synergy_Bliss=0.491, Synergy_Loewe=0.640, Synergy_HSA=0.0392.